From a dataset of Full USPTO retrosynthesis dataset with 1.9M reactions from patents (1976-2016). Predict the reactants needed to synthesize the given product. (1) Given the product [C:50]([C:52]1[CH:53]=[CH:54][C:55]([S:58]([N:37]([CH2:36][C:31]2[CH:32]=[CH:33][CH:34]=[CH:35][N:30]=2)[CH2:38][C:39]2[CH:44]=[CH:43][C:42]([C:45]3[N:46]=[N:47][NH:48][N:49]=3)=[CH:41][CH:40]=2)(=[O:60])=[O:59])=[CH:56][CH:57]=1)#[N:51], predict the reactants needed to synthesize it. The reactants are: COC(=O)C1C=CC(N(CC2C=CC=CC=2)S(C2C=CC(OC)=CC=2)(=O)=O)=CC=1.[N:30]1[CH:35]=[CH:34][CH:33]=[CH:32][C:31]=1[CH2:36][NH:37][CH2:38][C:39]1[CH:44]=[CH:43][C:42]([C:45]2[N:46]=[N:47][NH:48][N:49]=2)=[CH:41][CH:40]=1.[C:50]([C:52]1[CH:57]=[CH:56][C:55]([S:58](Cl)(=[O:60])=[O:59])=[CH:54][CH:53]=1)#[N:51]. (2) Given the product [CH2:25]([N:3]([CH2:1][CH3:2])[C:4]1[N:13]([C:14]2[CH:21]=[CH:20][C:17]([C:18]#[N:19])=[CH:16][CH:15]=2)[C:12](=[O:22])[C:11]2[C:6](=[CH:7][C:8]([OH:23])=[CH:9][CH:10]=2)[N:5]=1)[CH3:26], predict the reactants needed to synthesize it. The reactants are: [CH2:1]([N:3]([CH2:25][CH3:26])[C:4]1[N:13]([C:14]2[CH:21]=[CH:20][C:17]([C:18]#[N:19])=[CH:16][CH:15]=2)[C:12](=[O:22])[C:11]2[C:6](=[CH:7][C:8]([O:23]C)=[CH:9][CH:10]=2)[N:5]=1)[CH3:2].C[O-].[Na+].C(S)CCCCCCCCCCC.